From a dataset of TCR-epitope binding with 47,182 pairs between 192 epitopes and 23,139 TCRs. Binary Classification. Given a T-cell receptor sequence (or CDR3 region) and an epitope sequence, predict whether binding occurs between them. (1) The epitope is KLSALGINAV. The TCR CDR3 sequence is CASSYSPGHEQFF. Result: 0 (the TCR does not bind to the epitope). (2) The epitope is SSTFNVPMEKLK. The TCR CDR3 sequence is CASSSSSAGSRDTQYF. Result: 1 (the TCR binds to the epitope). (3) The TCR CDR3 sequence is CASSFGRSSYEQYF. The epitope is FVRATATIPI. Result: 0 (the TCR does not bind to the epitope).